From a dataset of Full USPTO retrosynthesis dataset with 1.9M reactions from patents (1976-2016). Predict the reactants needed to synthesize the given product. (1) Given the product [C:1]([O:5][C:6](=[O:20])[NH:7][C@H:8]([CH:11]1[CH2:16][CH2:15][NH:14][CH:13]([C:17](=[O:19])[NH2:18])[CH2:12]1)[CH2:9][CH3:10])([CH3:2])([CH3:3])[CH3:4], predict the reactants needed to synthesize it. The reactants are: [C:1]([O:5][C:6](=[O:20])[NH:7][C@H:8]([C:11]1[CH:16]=[CH:15][N:14]=[C:13]([C:17](=[O:19])[NH2:18])[CH:12]=1)[CH2:9][CH3:10])([CH3:4])([CH3:3])[CH3:2]. (2) Given the product [CH3:7][C:8]1[CH:9]=[C:10]([CH2:11][OH:12])[CH:14]=[CH:15][C:16]=1[C:17]1[CH:18]=[C:19]([CH3:23])[CH:20]=[CH:21][CH:22]=1, predict the reactants needed to synthesize it. The reactants are: [H-].[H-].[H-].[H-].[Li+].[Al+3].[CH3:7][C:8]1[CH:9]=[C:10]([CH:14]=[CH:15][C:16]=1[C:17]1[CH:18]=[C:19]([CH3:23])[CH:20]=[CH:21][CH:22]=1)[C:11](O)=[O:12].O.[OH-].[K+]. (3) Given the product [CH:17]1([NH:1][C@@H:2]2[CH2:6][CH2:5][N:4]([C:7]([O:9][C:10]([CH3:13])([CH3:12])[CH3:11])=[O:8])[CH2:3]2)[CH2:19][CH2:18]1, predict the reactants needed to synthesize it. The reactants are: [NH2:1][C@@H:2]1[CH2:6][CH2:5][N:4]([C:7]([O:9][C:10]([CH3:13])([CH3:12])[CH3:11])=[O:8])[CH2:3]1.C(O[C:17]1(O[Si](C)(C)C)[CH2:19][CH2:18]1)C.C([BH3-])#N.[Na+].C(O)(=O)C. (4) Given the product [C:1]([O:5][C:6](=[O:27])[NH:7][C:8]1[O:9][CH2:10][C@@:11]2([C:21]3[C:16](=[CH:17][CH:18]=[C:19]([NH:22][C:36]([C:33]4[CH:32]=[N:31][C:30]([CH:29]([F:39])[F:28])=[CH:35][N:34]=4)=[O:37])[CH:20]=3)[O:15][C:14]([CH3:24])([CH3:23])[C:13]32[CH2:25][CH2:26]3)[N:12]=1)([CH3:4])([CH3:2])[CH3:3], predict the reactants needed to synthesize it. The reactants are: [C:1]([O:5][C:6](=[O:27])[NH:7][C:8]1[O:9][CH2:10][C@@:11]2([C:21]3[C:16](=[CH:17][CH:18]=[C:19]([NH2:22])[CH:20]=3)[O:15][C:14]([CH3:24])([CH3:23])[C:13]32[CH2:26][CH2:25]3)[N:12]=1)([CH3:4])([CH3:3])[CH3:2].[F:28][CH:29]([F:39])[C:30]1[N:31]=[CH:32][C:33]([C:36](O)=[O:37])=[N:34][CH:35]=1.N1(O)C2C=CC=CC=2N=N1.Cl.CN(C)CCCN=C=NCC. (5) Given the product [CH2:20]([C:19]([C:16]1[CH:17]=[CH:18][C:13]([O:12][CH2:11][C:8]2[O:7][C:6]([C:4]([OH:5])=[O:3])=[CH:10][CH:9]=2)=[C:14]([CH3:46])[CH:15]=1)([C:24]1[CH:29]=[CH:28][C:27]([CH2:30][CH2:31][CH:32]([OH:37])[C:33]([CH3:35])([CH3:36])[CH3:34])=[C:26]([CH3:45])[CH:25]=1)[CH2:22][CH3:23])[CH3:21], predict the reactants needed to synthesize it. The reactants are: C([O:3][C:4]([C:6]1[O:7][C:8]([CH2:11][O:12][C:13]2[CH:18]=[CH:17][C:16]([C:19]([C:24]3[CH:29]=[CH:28][C:27]([CH2:30][CH2:31][CH:32]([O:37][Si](C(C)(C)C)(C)C)[C:33]([CH3:36])([CH3:35])[CH3:34])=[C:26]([CH3:45])[CH:25]=3)([CH2:22][CH3:23])[CH2:20][CH3:21])=[CH:15][C:14]=2[CH3:46])=[CH:9][CH:10]=1)=[O:5])C.CCCC[N+](CCCC)(CCCC)CCCC.[F-].C(OCC)(=O)C. (6) Given the product [CH3:8][O:9][C:10]1[C:26]([O:27][CH3:28])=[C:25]([O:29][CH3:30])[CH:24]=[C:23]([CH3:31])[C:11]=1[C:12]([C:14]1[C:19]([Cl:20])=[CH:18][N:17]=[CH:16][C:15]=1[Cl:22])=[O:13], predict the reactants needed to synthesize it. The reactants are: C(N(CC)CC)C.[CH3:8][O:9][C:10]1[C:26]([O:27][CH3:28])=[C:25]([O:29][CH3:30])[CH:24]=[C:23]([CH3:31])[C:11]=1[C:12]([C:14]1[C:19]([Cl:20])=[CH:18][N:17]=[C:16](Cl)[C:15]=1[Cl:22])=[O:13]. (7) Given the product [CH:23]1[C:31]2[C:30]3[CH:32]=[CH:33][CH:34]=[CH:35][C:29]=3[O:28][C:27]=2[C:26]([C:2]2[N:7]=[CH:6][N:5]=[C:4]([NH:8][C:9]3[CH:14]=[CH:13][C:12]([NH:15][C:16](=[O:22])[O:17][C:18]([CH3:21])([CH3:20])[CH3:19])=[CH:11][CH:10]=3)[CH:3]=2)=[CH:25][CH:24]=1, predict the reactants needed to synthesize it. The reactants are: Cl[C:2]1[N:7]=[CH:6][N:5]=[C:4]([NH:8][C:9]2[CH:14]=[CH:13][C:12]([NH:15][C:16](=[O:22])[O:17][C:18]([CH3:21])([CH3:20])[CH3:19])=[CH:11][CH:10]=2)[CH:3]=1.[CH:23]1[C:31]2[C:30]3[CH:32]=[CH:33][CH:34]=[CH:35][C:29]=3[O:28][C:27]=2[C:26](B(O)O)=[CH:25][CH:24]=1.C([O-])([O-])=O.[Na+].[Na+]. (8) Given the product [Br:12][CH2:1][C:2]1[CH:3]=[C:4]([CH:9]=[CH:10][CH:11]=1)[C:5]([O:7][CH3:8])=[O:6], predict the reactants needed to synthesize it. The reactants are: [CH3:1][C:2]1[CH:3]=[C:4]([CH:9]=[CH:10][CH:11]=1)[C:5]([O:7][CH3:8])=[O:6].[Br:12]N1C(=O)CCC1=O.C(OOC(=O)C1C=CC=CC=1)(=O)C1C=CC=CC=1. (9) Given the product [CH3:41][S:42]([O:38][C@@H:27]1[C@@H:26]([CH3:39])[CH2:25][C@@H:24]([C:23]2[CH:22]=[CH:21][N:20]=[CH:19][C:18]=2[NH:17][C:15](=[O:16])[C:13]2[CH:12]=[CH:11][C:10]([F:40])=[C:9]([C:3]3[C:2]([F:1])=[CH:7][CH:6]=[CH:5][C:4]=3[F:8])[N:14]=2)[CH2:29][C@H:28]1[NH2:30])(=[O:44])=[O:43], predict the reactants needed to synthesize it. The reactants are: [F:1][C:2]1[CH:7]=[CH:6][CH:5]=[C:4]([F:8])[C:3]=1[C:9]1[N:14]=[C:13]([C:15]([NH:17][C:18]2[CH:19]=[N:20][CH:21]=[CH:22][C:23]=2[C@H:24]2[CH2:29][C@@H:28]([NH:30]C(=O)OC(C)(C)C)[C@H:27]([OH:38])[C@@H:26]([CH3:39])[CH2:25]2)=[O:16])[CH:12]=[CH:11][C:10]=1[F:40].[CH3:41][S:42](Cl)(=[O:44])=[O:43].